From a dataset of Full USPTO retrosynthesis dataset with 1.9M reactions from patents (1976-2016). Predict the reactants needed to synthesize the given product. (1) Given the product [CH2:23]([N:30]1[CH2:35][C@@H:34]2[CH2:36][C@H:31]1[CH2:32][N:33]2[C:12]([C:10]1[CH:9]=[CH:8][C:7]([N:15]2[CH2:18][C:17]([F:20])([F:19])[CH2:16]2)=[C:6]([O:5][CH2:4][CH:1]2[CH2:2][CH2:3]2)[N:11]=1)=[O:14])[C:24]1[CH:25]=[CH:26][CH:27]=[CH:28][CH:29]=1, predict the reactants needed to synthesize it. The reactants are: [CH:1]1([CH2:4][O:5][C:6]2[N:11]=[C:10]([C:12]([OH:14])=O)[CH:9]=[CH:8][C:7]=2[N:15]2[CH2:18][C:17]([F:20])([F:19])[CH2:16]2)[CH2:3][CH2:2]1.Br.Br.[CH2:23]([N:30]1[CH2:35][C@@H:34]2[CH2:36][C@H:31]1[CH2:32][NH:33]2)[C:24]1[CH:29]=[CH:28][CH:27]=[CH:26][CH:25]=1.CN(C(ON1N=NC2C=CC=CC1=2)=[N+](C)C)C.[B-](F)(F)(F)F.CCN(C(C)C)C(C)C. (2) The reactants are: [F:1][C:2]1[CH:3]=[C:4]([CH2:19][OH:20])[CH:5]=[CH:6][C:7]=1[O:8][C:9]1[CH:14]=[CH:13][CH:12]=[C:11]([C:15]([F:18])([F:17])[F:16])[CH:10]=1.Cl[C:22]1[CH:33]=[C:26]2[N:27]([CH3:32])[C@@H:28]([CH3:31])[CH2:29][CH2:30][N:25]2[C:24](=[O:34])[N:23]=1. Given the product [F:1][C:2]1[CH:3]=[C:4]([CH:5]=[CH:6][C:7]=1[O:8][C:9]1[CH:14]=[CH:13][CH:12]=[C:11]([C:15]([F:17])([F:18])[F:16])[CH:10]=1)[CH2:19][O:20][C:22]1[CH:33]=[C:26]2[N:27]([CH3:32])[C@@H:28]([CH3:31])[CH2:29][CH2:30][N:25]2[C:24](=[O:34])[N:23]=1, predict the reactants needed to synthesize it. (3) Given the product [Br:1][C:2]1[CH:3]=[C:4]2[C:9](=[CH:10][CH:11]=1)[CH2:8][C@@H:7]([NH:12][CH2:30][C:27]1[N:26]=[CH:25][C:24]3[O:23][CH2:22][CH2:21][O:20][C:29]=3[CH:28]=1)[CH2:6][CH2:5]2, predict the reactants needed to synthesize it. The reactants are: [Br:1][C:2]1[CH:3]=[C:4]2[C:9](=[CH:10][CH:11]=1)[CH2:8][C@@H:7]([NH2:12])[CH2:6][CH2:5]2.C(N(CC)CC)C.[O:20]1[C:29]2[CH:28]=[C:27]([CH:30]=O)[N:26]=[CH:25][C:24]=2[O:23][CH2:22][CH2:21]1.C(O[BH-](OC(=O)C)OC(=O)C)(=O)C.[Na+]. (4) Given the product [NH2:21][C:3]1[CH:4]=[CH:5][C:6]([N:8]2[CH2:13][CH2:12][CH2:11][C@@H:10]([C:14]([N:16]3[CH2:20][CH2:19][CH2:18][CH2:17]3)=[O:15])[CH2:9]2)=[N:7][C:2]=1[NH2:1], predict the reactants needed to synthesize it. The reactants are: [NH2:1][C:2]1[N:7]=[C:6]([N:8]2[CH2:13][CH2:12][CH2:11][C@@H:10]([C:14]([N:16]3[CH2:20][CH2:19][CH2:18][CH2:17]3)=[O:15])[CH2:9]2)[CH:5]=[CH:4][C:3]=1[N+:21]([O-])=O.[H][H]. (5) Given the product [CH:13]([C:9]1[CH:10]=[C:11]2[C:6]([CH:5]=[CH:4][C:3]([CH2:2][O:1][S:16]([CH3:15])(=[O:18])=[O:17])=[CH:12]2)=[CH:7][CH:8]=1)=[O:14], predict the reactants needed to synthesize it. The reactants are: [OH:1][CH2:2][C:3]1[CH:12]=[C:11]2[C:6]([CH:7]=[CH:8][C:9]([CH:13]=[O:14])=[CH:10]2)=[CH:5][CH:4]=1.[CH3:15][S:16](Cl)(=[O:18])=[O:17].CCN(CC)CC.[NH4+].[Cl-]. (6) Given the product [C:1]([N:5]1[CH2:10][CH2:9][N:8]([CH2:11][C:12]2[NH:13][C:14]3[C:19]([N:20]=2)=[C:18]([N:21]2[CH2:26][CH2:25][O:24][CH2:23][CH2:22]2)[N:17]=[C:16]([N:27]2[C:28]4[CH:33]=[CH:32][CH:31]=[CH:30][C:29]=4[N:34]=[C:43]2[C:42]([F:47])([F:41])[CH3:46])[N:15]=3)[CH2:7][CH2:6]1)([CH3:2])([CH3:4])[CH3:3], predict the reactants needed to synthesize it. The reactants are: [C:1]([N:5]1[CH2:10][CH2:9][N:8]([CH2:11][C:12]2[N:13](C3CCCCO3)[C:14]3[C:19]([N:20]=2)=[C:18]([N:21]2[CH2:26][CH2:25][O:24][CH2:23][CH2:22]2)[N:17]=[C:16]([NH:27][C:28]2[C:29]([NH2:34])=[CH:30][CH:31]=[CH:32][CH:33]=2)[N:15]=3)[CH2:7][CH2:6]1)([CH3:4])([CH3:3])[CH3:2].[F:41][C:42]([F:47])([CH3:46])[C:43](O)=O.CN(C)C=O.C(N(CC)C(C)C)(C)C.F[P-](F)(F)(F)(F)F.C[N+](C)=C(N(C)C)ON1C2N=CC=CC=2N=N1.C(O)(=O)C. (7) Given the product [OH:6][C:7]1[CH:8]=[CH:9][CH:10]=[C:11]2[C:15]=1[C:14](=[O:16])[N:13]([CH3:17])[CH2:12]2, predict the reactants needed to synthesize it. The reactants are: B(Br)(Br)Br.C[O:6][C:7]1[CH:8]=[CH:9][CH:10]=[C:11]2[C:15]=1[C:14](=[O:16])[N:13]([CH3:17])[CH2:12]2.CO.